From a dataset of Reaction yield outcomes from USPTO patents with 853,638 reactions. Predict the reaction yield, written as a fraction of the theoretical maximum amount of product (1.0 means a 100% yield; for example, 0.34 means a 34% yield). (1) The reactants are Br[C:2]1[N:6]2[CH:7]=[CH:8][C:9]([C:12]([OH:15])([CH3:14])[CH3:13])=[C:10]([F:11])[C:5]2=[N:4][CH:3]=1.[F:16][C:17]1[CH:18]=[C:19]([C:32]2[C:33]([C:38]#[N:39])=[CH:34][CH:35]=[CH:36][CH:37]=2)[CH:20]=[C:21](B2OC(C)(C)C(C)(C)O2)[CH:22]=1. No catalyst specified. The product is [F:16][C:17]1[CH:18]=[C:19]([C:32]2[C:33]([C:38]#[N:39])=[CH:34][CH:35]=[CH:36][CH:37]=2)[CH:20]=[C:21]([C:2]2[N:6]3[CH:7]=[CH:8][C:9]([C:12]([OH:15])([CH3:14])[CH3:13])=[C:10]([F:11])[C:5]3=[N:4][CH:3]=2)[CH:22]=1. The yield is 0.510. (2) The reactants are [C:1]([O:5][C:6](=[O:19])[CH2:7][C:8](=[O:18])[CH2:9][CH2:10][C:11]1[CH:16]=[CH:15][C:14]([I:17])=[CH:13][CH:12]=1)([CH3:4])([CH3:3])[CH3:2].[H-].[Na+].Br[CH2:23][CH2:24][O:25][Si:26]([C:29]([CH3:32])([CH3:31])[CH3:30])([CH3:28])[CH3:27]. The catalyst is CN(C)C=O. The product is [CH3:30][C:29]([Si:26]([CH3:28])([CH3:27])[O:25][CH2:24][CH2:23][CH:7]([C:8](=[O:18])[CH2:9][CH2:10][C:11]1[CH:12]=[CH:13][C:14]([I:17])=[CH:15][CH:16]=1)[C:6]([O:5][C:1]([CH3:4])([CH3:2])[CH3:3])=[O:19])([CH3:32])[CH3:31]. The yield is 0.700. (3) The reactants are [H-].[Na+].[Br:3][C:4]1[CH:5]=[CH:6][C:7]([O:13][CH2:14][CH2:15]Br)=[C:8]([C:10](=[O:12])[CH3:11])[CH:9]=1. The catalyst is C1COCC1. The product is [Br:3][C:4]1[CH:5]=[CH:6][C:7]2[O:13][CH2:14][CH2:15][CH2:11][C:10](=[O:12])[C:8]=2[CH:9]=1. The yield is 0.700. (4) The reactants are CN(C)CCN(C)C.[Li][CH2:10][CH2:11][CH2:12][CH3:13].[Cl:14][C:15]1[N:20]=[C:19]([NH:21][C:22](=[O:28])[O:23][C:24]([CH3:27])([CH3:26])[CH3:25])[CH:18]=[CH:17][CH:16]=1.ClCCCCI. The catalyst is C1COCC1.[Cu]I. The product is [Cl:14][C:15]1[CH:16]=[CH:17][C:18]2[CH2:13][CH2:12][CH2:11][CH2:10][N:21]([C:22]([O:23][C:24]([CH3:25])([CH3:27])[CH3:26])=[O:28])[C:19]=2[N:20]=1. The yield is 0.560. (5) The reactants are N1C=CC=C(NC(=S)OC/C=C(\C)/CC/C=C(\C)/CC/C=C(\C)/CCC=C(C)C)C=1.[CH2:31]([CH2:41]/[C:42](/[CH3:51])=[CH:43]/[CH2:44][CH2:45]/[C:46](/[CH3:50])=[CH:47]/[CH2:48][OH:49])/[CH:32]=[C:33](/[CH2:35][CH2:36][CH:37]=[C:38]([CH3:40])[CH3:39])\[CH3:34].[N:52]1[CH:57]=[CH:56][C:55]([N:58]=[C:59]=[O:60])=[CH:54][CH:53]=1. No catalyst specified. The product is [N:52]1[CH:57]=[CH:56][C:55]([NH:58][C:59](=[O:60])[O:49][CH2:48]/[CH:47]=[C:46](\[CH3:50])/[CH2:45][CH2:44]/[CH:43]=[C:42](\[CH3:51])/[CH2:41][CH2:31]/[CH:32]=[C:33](\[CH3:34])/[CH2:35][CH2:36][CH:37]=[C:38]([CH3:40])[CH3:39])=[CH:54][CH:53]=1. The yield is 0.0300. (6) The product is [C:1]([O:5][C:6]1[N:11]=[C:10]([CH2:12][CH2:13][N:23]2[CH2:22][CH2:21][CH:20]([CH2:19][O:18][C:17]3[CH:26]=[CH:27][CH:28]=[CH:29][C:16]=3[F:15])[CH2:25][CH2:24]2)[CH:9]=[CH:8][N:7]=1)([CH3:4])([CH3:3])[CH3:2]. The yield is 0.930. The catalyst is C(O)C. The reactants are [C:1]([O:5][C:6]1[N:11]=[C:10]([CH:12]=[CH2:13])[CH:9]=[CH:8][N:7]=1)([CH3:4])([CH3:3])[CH3:2].Cl.[F:15][C:16]1[CH:29]=[CH:28][CH:27]=[CH:26][C:17]=1[O:18][CH2:19][CH:20]1[CH2:25][CH2:24][NH:23][CH2:22][CH2:21]1.C(=O)([O-])[O-].[K+].[K+].C(OCC)(=O)C. (7) The reactants are C(OC(N1CCC(C)CC1C(O)=O)=O)(C)(C)C.C(N(CC)CC)C.ClC(OCC(C)C)=O.ClC1C=C(C=CC=1)C(NO)=N.[C:44]([O:48][C:49]([N:51]1[CH2:56][CH2:55][CH:54]([CH3:57])[CH2:53][CH:52]1[C:58]1[O:62][N:61]=[C:60]([C:63]2[CH:68]=[CH:67][CH:66]=[C:65]([Cl:69])[CH:64]=2)[N:59]=1)=[O:50])([CH3:47])([CH3:46])[CH3:45].FC(F)(F)C(O)=O. The catalyst is C1COCC1.CN(C=O)C.ClCCl. The product is [C:44]([O:48][C:49]([N:51]1[CH2:56][CH2:55][CH:54]([CH3:57])[CH2:53][CH:52]1[C:58]1[O:62][N:61]=[C:60]([C:63]2[CH:68]=[CH:67][CH:66]=[C:65]([Cl:69])[CH:64]=2)[N:59]=1)=[O:50])([CH3:45])([CH3:46])[CH3:47].[Cl:69][C:65]1[CH:64]=[C:63]([C:60]2[N:59]=[C:58]([C@H:52]3[CH2:53][C@H:54]([CH3:57])[CH2:55][CH2:56][NH:51]3)[O:62][N:61]=2)[CH:68]=[CH:67][CH:66]=1. The yield is 0.339. (8) The reactants are O[C:2]1[CH:7]=[CH:6][N:5]2[C:8]([CH2:11][C:12]([F:15])([F:14])[F:13])=[CH:9][N:10]=[C:4]2[C:3]=1[C:16]#[N:17].O(Cl)[Cl:19].[P+5]. No catalyst specified. The product is [Cl:19][C:2]1[CH:7]=[CH:6][N:5]2[C:8]([CH2:11][C:12]([F:15])([F:14])[F:13])=[CH:9][N:10]=[C:4]2[C:3]=1[C:16]#[N:17]. The yield is 0.560. (9) The reactants are [CH3:1][C:2]([CH3:6])([CH3:5])[CH2:3][OH:4].[N+:7]([C:10]1[CH:17]=[CH:16][CH:15]=[C:14]([N+]([O-])=O)[C:11]=1[C:12]#[N:13])([O-:9])=[O:8]. No catalyst specified. The product is [CH2:3]([O:4][C:14]1[CH:15]=[CH:16][CH:17]=[C:10]([N+:7]([O-:9])=[O:8])[C:11]=1[C:12]#[N:13])[C:2]([CH3:6])([CH3:5])[CH3:1]. The yield is 0.800. (10) The reactants are [CH3:1][N:2]1[C:10]2[C:5](=[CH:6][C:7]([NH:11][C:12](=[O:20])OC3C=CC=CC=3)=[CH:8][CH:9]=2)[CH:4]=[CH:3]1.O.[NH2:22][NH2:23]. The catalyst is O1CCOCC1. The product is [CH3:1][N:2]1[C:10]2[C:5](=[CH:6][C:7]([NH:11][C:12]([NH:22][NH2:23])=[O:20])=[CH:8][CH:9]=2)[CH:4]=[CH:3]1. The yield is 0.800.